Dataset: Catalyst prediction with 721,799 reactions and 888 catalyst types from USPTO. Task: Predict which catalyst facilitates the given reaction. (1) Reactant: Br[Si](C)(C)C.C([O:8][P:9]([C:14]1[C:15](=[O:32])[NH:16][C:17]2[C:22]([CH:23]=1)=[CH:21][C:20]([S:24]([NH:27][CH2:28][CH2:29][CH3:30])(=[O:26])=[O:25])=[C:19]([Cl:31])[CH:18]=2)(=[O:13])[O:10]CC)C. Product: [Cl:31][C:19]1[CH:18]=[C:17]2[C:22]([CH:23]=[C:14]([P:9](=[O:8])([OH:13])[OH:10])[C:15](=[O:32])[NH:16]2)=[CH:21][C:20]=1[S:24]([NH:27][CH2:28][CH2:29][CH3:30])(=[O:25])=[O:26]. The catalyst class is: 10. (2) Reactant: [Br:1][C:2]1[C:3](Cl)=[C:4]([Cl:27])[C:5]([N:8](CC2C=CC(OC)=CC=2)CC2C=CC(OC)=CC=2)=[N:6][CH:7]=1.[NH:29]1[CH2:34][CH2:33][C:32]2([C:42]3[C:37](=[CH:38][CH:39]=[CH:40][CH:41]=3)[NH:36][C:35]2=[O:43])[CH2:31][CH2:30]1.[F-].[K+].C(N(CC)CC)C. Product: [NH2:8][C:5]1[C:4]([Cl:27])=[C:3]([N:29]2[CH2:34][CH2:33][C:32]3([C:42]4[C:37](=[CH:38][CH:39]=[CH:40][CH:41]=4)[NH:36][C:35]3=[O:43])[CH2:31][CH2:30]2)[C:2]([Br:1])=[CH:7][N:6]=1. The catalyst class is: 37. (3) Reactant: [Cl:1][C:2]1[CH:3]=[C:4]([N+:9]([O-:11])=[O:10])[CH:5]=[CH:6][C:7]=1F.C([O-])([O-])=O.[K+].[K+].[CH3:18][N:19]1[CH2:24][CH2:23][NH:22][CH2:21][CH2:20]1. Product: [Cl:1][C:2]1[CH:3]=[C:4]([N+:9]([O-:11])=[O:10])[CH:5]=[CH:6][C:7]=1[N:22]1[CH2:23][CH2:24][N:19]([CH3:18])[CH2:20][CH2:21]1. The catalyst class is: 16.